This data is from Forward reaction prediction with 1.9M reactions from USPTO patents (1976-2016). The task is: Predict the product of the given reaction. Given the reactants C(O[C:4]([C:11]1[CH:16]=[CH:15][CH:14]=[CH:13][CH:12]=1)(OCC)OCC)C.[CH:17]([C@H:20]1[CH2:24][O:23][C:22](=[O:25])[N:21]1[C:26]1[CH:31]=[CH:30][N:29]=[C:28]([NH:32][C@@H:33]([CH3:38])[C:34]([NH:36][NH2:37])=[O:35])[N:27]=1)([CH3:19])[CH3:18].C(OCC)(=O)C, predict the reaction product. The product is: [CH:17]([C@H:20]1[CH2:24][O:23][C:22](=[O:25])[N:21]1[C:26]1[CH:31]=[CH:30][N:29]=[C:28]([NH:32][C@H:33]([C:34]2[O:35][C:4]([C:11]3[CH:16]=[CH:15][CH:14]=[CH:13][CH:12]=3)=[N:37][N:36]=2)[CH3:38])[N:27]=1)([CH3:19])[CH3:18].